From a dataset of Forward reaction prediction with 1.9M reactions from USPTO patents (1976-2016). Predict the product of the given reaction. (1) Given the reactants [O:1]([C:8]1[CH:9]=[C:10]([CH:23]=[CH:24][CH:25]=1)[CH2:11][O:12][C:13]1[CH:18]=[CH:17][C:16]([CH2:19][CH2:20][C:21]#[N:22])=[CH:15][CH:14]=1)[C:2]1[CH:7]=[CH:6][CH:5]=[CH:4][CH:3]=1.[N-:26]=[N+:27]=[N-:28].[Na+].[Cl-].[NH4+], predict the reaction product. The product is: [O:1]([C:8]1[CH:9]=[C:10]([CH:23]=[CH:24][CH:25]=1)[CH2:11][O:12][C:13]1[CH:14]=[CH:15][C:16]([CH2:19][CH2:20][C:21]2[NH:28][N:27]=[N:26][N:22]=2)=[CH:17][CH:18]=1)[C:2]1[CH:3]=[CH:4][CH:5]=[CH:6][CH:7]=1. (2) Given the reactants [C:1]([C:3]1[CH:8]=[CH:7][C:6]([N:9]2[C:14](=[O:15])[C:13]3[CH:16]=[CH:17][CH:18]=[N:19][C:12]=3[N:11]=[C:10]2/[CH:20]=C/C2C=CC(F)=CC=2)=[CH:5][CH:4]=1)#[CH:2].[C:29]([O-])(O)=O.[Na+], predict the reaction product. The product is: [CH3:20][C:10]1([CH3:29])[NH:11][C:12]2[N:19]=[CH:18][CH:17]=[CH:16][C:13]=2[C:14](=[O:15])[N:9]1[C:6]1[CH:7]=[CH:8][C:3]([C:1]#[CH:2])=[CH:4][CH:5]=1. (3) Given the reactants [OH-].[Li+].C[O:4][C:5](=[O:17])[CH2:6][CH2:7][CH2:8][CH2:9][C:10]([O:12][C:13]([CH3:16])([CH3:15])[CH3:14])=[O:11], predict the reaction product. The product is: [C:13]([O:12][C:10](=[O:11])[CH2:9][CH2:8][CH2:7][CH2:6][C:5]([OH:17])=[O:4])([CH3:16])([CH3:14])[CH3:15]. (4) Given the reactants OCCOP(CC1C=CC(N)=C(OC)C=1)(=O)OCCO.[F:21][C:22]([F:46])([F:45])[CH2:23][O:24][P:25]([CH2:33][C:34]1[CH:39]=[CH:38][C:37]([N+:40]([O-])=O)=[C:36]([O:43][CH3:44])[CH:35]=1)(=[O:32])[O:26][CH2:27][C:28]([F:31])([F:30])[F:29], predict the reaction product. The product is: [F:46][C:22]([F:21])([F:45])[CH2:23][O:24][P:25]([CH2:33][C:34]1[CH:39]=[CH:38][C:37]([NH2:40])=[C:36]([O:43][CH3:44])[CH:35]=1)(=[O:32])[O:26][CH2:27][C:28]([F:29])([F:30])[F:31]. (5) Given the reactants C[O:2][C:3]1[C:8]([Cl:9])=[CH:7][C:6]([N:10]2[CH2:15][CH2:14][N:13]([C:16]([C:18]3[CH:23]=[C:22]([S:24]([CH3:27])(=[O:26])=[O:25])[CH:21]=[CH:20][C:19]=3[C:28]3[CH:33]=[CH:32][CH:31]=[CH:30][CH:29]=3)=[O:17])[CH2:12][CH2:11]2)=[CH:5][C:4]=1[Cl:34], predict the reaction product. The product is: [Cl:9][C:8]1[CH:7]=[C:6]([N:10]2[CH2:11][CH2:12][N:13]([C:16]([C:18]3[CH:23]=[C:22]([S:24]([CH3:27])(=[O:26])=[O:25])[CH:21]=[CH:20][C:19]=3[C:28]3[CH:33]=[CH:32][CH:31]=[CH:30][CH:29]=3)=[O:17])[CH2:14][CH2:15]2)[CH:5]=[C:4]([Cl:34])[C:3]=1[OH:2]. (6) Given the reactants [NH2:1][C:2]1[CH:9]=[CH:8][C:5]([C:6]#[N:7])=[CH:4][C:3]=1[C:10]1[CH2:15][CH2:14][CH2:13][CH2:12][CH:11]=1.[N:16]([Sn:19]([CH3:22])([CH3:21])[CH3:20])=[N+:17]=[N-:18], predict the reaction product. The product is: [C:10]1([C:3]2[CH:4]=[C:5]([C:6]3[N:16]([Sn:19]([CH3:22])([CH3:21])[CH3:20])[N:17]=[N:18][N:7]=3)[CH:8]=[CH:9][C:2]=2[NH2:1])[CH2:15][CH2:14][CH2:13][CH2:12][CH:11]=1. (7) The product is: [Br:1][C:2]1[CH:3]=[C:4]([F:14])[C:5]([CH:8]=[O:9])=[N:6][CH:7]=1. Given the reactants [Br:1][C:2]1[CH:3]=[C:4]([F:14])[C:5]([C:8](N(OC)C)=[O:9])=[N:6][CH:7]=1.[H-].[Al+3].[Li+].[H-].[H-].[H-].O, predict the reaction product. (8) Given the reactants [O:1]([C:14]1[CH:19]=[C:18]([CH2:20][OH:21])[CH:17]=[CH:16][C:15]=1[CH2:22][C:23]1[CH:28]=[CH:27][C:26]([O:29][CH3:30])=[CH:25][CH:24]=1)[C@@H:2]1[O:10][C@H:9]([C@@H:11]([CH3:13])[OH:12])[C@@H:7]([OH:8])[C@H:5]([OH:6])[C@H:3]1[OH:4].[CH2:31]([O:34][C:35]([O:37][CH2:38][C:39](Cl)=[O:40])=[O:36])[CH:32]=[CH2:33].C(O)C.Cl, predict the reaction product. The product is: [O:1]([C:14]1[CH:19]=[C:18]([CH2:20][O:21][C:39](=[O:40])[CH2:38][O:37][C:35]([O:34][CH2:31][CH:32]=[CH2:33])=[O:36])[CH:17]=[CH:16][C:15]=1[CH2:22][C:23]1[CH:24]=[CH:25][C:26]([O:29][CH3:30])=[CH:27][CH:28]=1)[C@@H:2]1[O:10][C@H:9]([C@@H:11]([CH3:13])[OH:12])[C@@H:7]([OH:8])[C@H:5]([OH:6])[C@H:3]1[OH:4]. (9) Given the reactants [NH:1]1[CH:5]=[N:4][CH:3]=[N:2]1.C(O)(=O)C.[Cl:10][C:11]1[CH:12]=[C:13]([CH:30]=[CH:31][C:32]=1[Cl:33])[O:14][C:15]1[C:16](=[O:29])[NH:17][C:18](S(C)(=O)=O)=[N:19][C:20]=1[C:21]([F:24])([F:23])[F:22], predict the reaction product. The product is: [Cl:10][C:11]1[CH:12]=[C:13]([CH:30]=[CH:31][C:32]=1[Cl:33])[O:14][C:15]1[C:16](=[O:29])[NH:17][C:18]([N:1]2[CH:5]=[N:4][CH:3]=[N:2]2)=[N:19][C:20]=1[C:21]([F:23])([F:22])[F:24].